Dataset: Peptide-MHC class II binding affinity with 134,281 pairs from IEDB. Task: Regression. Given a peptide amino acid sequence and an MHC pseudo amino acid sequence, predict their binding affinity value. This is MHC class II binding data. (1) The peptide sequence is KPTAAGPKDNGGACG. The MHC is HLA-DQA10501-DQB10201 with pseudo-sequence HLA-DQA10501-DQB10201. The binding affinity (normalized) is 0. (2) The peptide sequence is LAQILMDNDLAATND. The MHC is DRB1_1302 with pseudo-sequence DRB1_1302. The binding affinity (normalized) is 0.267. (3) The peptide sequence is AAATAGTTVLGAFAA. The MHC is HLA-DPA10103-DPB10601 with pseudo-sequence YAFFQFSGGAILNTLYLQFEYFDLEEVRMHLDVT. The binding affinity (normalized) is 0.175. (4) The peptide sequence is GELQIVDKIDAQFKI. The MHC is DRB1_1201 with pseudo-sequence DRB1_1201. The binding affinity (normalized) is 0.682. (5) The peptide sequence is YDKFLANVSTSLTGK. The MHC is DRB1_0401 with pseudo-sequence DRB1_0401. The binding affinity (normalized) is 0.724. (6) The peptide sequence is SVLLTLVALAG. The MHC is HLA-DQA10102-DQB10604 with pseudo-sequence CNYHQGGGARVAHIMYFGLTHYVVRTETVHVGGI. The binding affinity (normalized) is 0.177. (7) The peptide sequence is RGLLRRARGGPHHRR. The MHC is DRB3_0202 with pseudo-sequence DRB3_0202. The binding affinity (normalized) is 0.181.